This data is from Peptide-MHC class II binding affinity with 134,281 pairs from IEDB. The task is: Regression. Given a peptide amino acid sequence and an MHC pseudo amino acid sequence, predict their binding affinity value. This is MHC class II binding data. (1) The peptide sequence is GGACGYKDVDKPPFS. The MHC is HLA-DQA10101-DQB10501 with pseudo-sequence HLA-DQA10101-DQB10501. The binding affinity (normalized) is 0.139. (2) The peptide sequence is ENLECLKRNMLSYDQ. The MHC is DRB1_0101 with pseudo-sequence DRB1_0101. The binding affinity (normalized) is 0.330.